Dataset: Forward reaction prediction with 1.9M reactions from USPTO patents (1976-2016). Task: Predict the product of the given reaction. Given the reactants [Si:1]([O:18][CH:19]([C:21]1[N:22]=[N:23][NH:24][CH:25]=1)[CH3:20])([C:14]([CH3:17])([CH3:16])[CH3:15])([C:8]1[CH:13]=[CH:12][CH:11]=[CH:10][CH:9]=1)[C:2]1[CH:7]=[CH:6][CH:5]=[CH:4][CH:3]=1.[CH2:26]([O:33][C:34](=[O:54])[NH:35][C@@H:36]1[C:39](=[O:40])[N:38]([CH2:41][C:42]2[CH:47]=[CH:46][C:45]([O:48][CH3:49])=[CH:44][C:43]=2[O:50][CH3:51])[C@@H:37]1[CH2:52]O)[C:27]1[CH:32]=[CH:31][CH:30]=[CH:29][CH:28]=1.C1C=CC(P(C2C=CC=CC=2)C2C=CC=CC=2)=CC=1.CC(OC(/N=N/C(OC(C)C)=O)=O)C, predict the reaction product. The product is: [CH2:26]([O:33][C:34](=[O:54])[NH:35][C@@H:36]1[C:39](=[O:40])[N:38]([CH2:41][C:42]2[CH:47]=[CH:46][C:45]([O:48][CH3:49])=[CH:44][C:43]=2[O:50][CH3:51])[C@@H:37]1[CH2:52][N:23]1[N:22]=[C:21]([CH:19]([O:18][Si:1]([C:14]([CH3:15])([CH3:16])[CH3:17])([C:8]2[CH:13]=[CH:12][CH:11]=[CH:10][CH:9]=2)[C:2]2[CH:7]=[CH:6][CH:5]=[CH:4][CH:3]=2)[CH3:20])[CH:25]=[N:24]1)[C:27]1[CH:32]=[CH:31][CH:30]=[CH:29][CH:28]=1.